Predict the reaction yield, written as a fraction of the theoretical maximum amount of product (1.0 means a 100% yield; for example, 0.34 means a 34% yield). From a dataset of Reaction yield outcomes from USPTO patents with 853,638 reactions. The reactants are [OH:1][C:2]1[CH:11]=[C:10]2[C:5]([CH2:6][CH2:7][C:8](=[O:12])[NH:9]2)=[CH:4][CH:3]=1.[Br:13][CH2:14][CH2:15][CH2:16]Br.C([O-])([O-])=O.[K+].[K+]. The catalyst is CCO.O. The product is [Br:13][CH2:14][CH2:15][CH2:16][O:1][C:2]1[CH:11]=[C:10]2[C:5]([CH2:6][CH2:7][C:8](=[O:12])[NH:9]2)=[CH:4][CH:3]=1. The yield is 0.880.